From a dataset of Forward reaction prediction with 1.9M reactions from USPTO patents (1976-2016). Predict the product of the given reaction. (1) Given the reactants [CH3:1][C:2]1[CH:13]=[CH:12][C:5]2[N:6]=[C:7](O)[N:8]=[N+:9]([O-:10])[C:4]=2[CH:3]=1.O=P(Cl)(Cl)[Cl:16], predict the reaction product. The product is: [Cl:16][C:7]1[N:8]=[N+:9]([O-:10])[C:4]2[CH:3]=[C:2]([CH3:1])[CH:13]=[CH:12][C:5]=2[N:6]=1. (2) The product is: [Cl:8][C:5]1[CH:6]=[CH:7][C:2]([NH:1][S:26]([C:21]2[CH:22]=[CH:23][C:24]([Cl:25])=[C:19]([Cl:18])[CH:20]=2)(=[O:28])=[O:27])=[C:3]([CH:9]([C:11]2[CH:16]=[CH:15][CH:14]=[CH:13][C:12]=2[Cl:17])[OH:10])[CH:4]=1. Given the reactants [NH2:1][C:2]1[CH:7]=[CH:6][C:5]([Cl:8])=[CH:4][C:3]=1[CH:9]([C:11]1[CH:16]=[CH:15][CH:14]=[CH:13][C:12]=1[Cl:17])[OH:10].[Cl:18][C:19]1[CH:20]=[C:21]([S:26](Cl)(=[O:28])=[O:27])[CH:22]=[CH:23][C:24]=1[Cl:25], predict the reaction product. (3) Given the reactants [C:1]([O:5][C:6]([N:8]1[CH2:12][CH:11]([O:13][Si:14]([C:17]([CH3:20])([CH3:19])[CH3:18])([CH3:16])[CH3:15])[CH2:10][CH:9]1[CH:21]=O)=[O:7])([CH3:4])([CH3:3])[CH3:2].[C:23]1([Mg]Br)[CH:28]=[CH:27][CH:26]=[CH:25][CH:24]=1.[Cl-].[NH4+].C1C[O:36]CC1, predict the reaction product. The product is: [C:1]([O:5][C:6]([N:8]1[CH2:12][CH:11]([O:13][Si:14]([C:17]([CH3:19])([CH3:20])[CH3:18])([CH3:16])[CH3:15])[CH2:10][CH:9]1[CH2:21][C:23]1([OH:36])[CH:28]=[CH:27][CH:26]=[CH:25][CH2:24]1)=[O:7])([CH3:2])([CH3:4])[CH3:3]. (4) Given the reactants [N:1]1[CH:6]=[CH:5][CH:4]=[C:3]([C:7]2[O:11][C:10]([NH:12][C:13](=[O:20])OCC(Cl)(Cl)Cl)=[N:9][N:8]=2)[CH:2]=1.[C:21]1([C:27]2[N:31]=[C:30]([N:32]3[CH2:37][CH2:36][NH:35][CH2:34][CH2:33]3)[S:29][N:28]=2)[CH:26]=[CH:25][CH:24]=[CH:23][CH:22]=1.C(N(C(C)C)CC)(C)C.O, predict the reaction product. The product is: [C:21]1([C:27]2[N:31]=[C:30]([N:32]3[CH2:37][CH2:36][N:35]([C:13]([NH:12][C:10]4[O:11][C:7]([C:3]5[CH:2]=[N:1][CH:6]=[CH:5][CH:4]=5)=[N:8][N:9]=4)=[O:20])[CH2:34][CH2:33]3)[S:29][N:28]=2)[CH:22]=[CH:23][CH:24]=[CH:25][CH:26]=1.